This data is from Reaction yield outcomes from USPTO patents with 853,638 reactions. The task is: Predict the reaction yield, written as a fraction of the theoretical maximum amount of product (1.0 means a 100% yield; for example, 0.34 means a 34% yield). (1) The reactants are [H-].[Na+].COP([CH2:9][C:10]([O:12][CH3:13])=[O:11])(OC)=O.[Br:14][C:15]1[CH:16]=[N:17][CH:18]=[CH:19][C:20]=1[CH:21]=O.O. The catalyst is O1CCCC1. The product is [Br:14][C:15]1[CH:16]=[N:17][CH:18]=[CH:19][C:20]=1/[CH:21]=[CH:9]/[C:10]([O:12][CH3:13])=[O:11]. The yield is 0.580. (2) The catalyst is C1C=CC(C2C=CC=CC=2)=CC=1.C1C=CC(OC2C=CC=CC=2)=CC=1. The yield is 0.618. The reactants are [CH2:1]([O:8][C:9]1[CH:18]=[C:17]([NH:19][CH:20]=[C:21]2[C:26](=[O:27])OC(C)(C)OC2=O)[CH:16]=[CH:15][C:10]=1[C:11]([O:13][CH3:14])=[O:12])[C:2]1[CH:7]=[CH:6][CH:5]=[CH:4][CH:3]=1. The product is [CH2:1]([O:8][C:9]1[CH:18]=[C:17]2[C:16]([C:26](=[O:27])[CH:21]=[CH:20][NH:19]2)=[CH:15][C:10]=1[C:11]([O:13][CH3:14])=[O:12])[C:2]1[CH:3]=[CH:4][CH:5]=[CH:6][CH:7]=1. (3) The reactants are C([Si]([O:8][CH2:9][C:10]1[CH:15]=[C:14]([O:16][CH2:17][CH3:18])[C:13]([F:19])=[C:12]([O:20][CH2:21][CH3:22])[CH:11]=1)(C)C)(C)(C)C. The catalyst is CO. The product is [CH2:21]([O:20][C:12]1[CH:11]=[C:10]([CH2:9][OH:8])[CH:15]=[C:14]([O:16][CH2:17][CH3:18])[C:13]=1[F:19])[CH3:22]. The yield is 1.00.